From a dataset of Reaction yield outcomes from USPTO patents with 853,638 reactions. Predict the reaction yield, written as a fraction of the theoretical maximum amount of product (1.0 means a 100% yield; for example, 0.34 means a 34% yield). (1) The reactants are Br[C:2]1[CH:3]=[CH:4][C:5]2[C:6]3[CH2:16][N:15]([C:17]([O:19][C:20]([CH3:23])([CH3:22])[CH3:21])=[O:18])[CH2:14][CH2:13][CH2:12][C:7]=3[N:8]([CH3:11])[C:9]=2[CH:10]=1.[F:24][C:25]([F:42])([F:41])[C:26]1[N:31]=[CH:30][C:29]([CH2:32][O:33][C:34]2[CH:39]=[N:38][NH:37][C:36](=[O:40])[CH:35]=2)=[CH:28][CH:27]=1.C([O-])([O-])=O.[Cs+].[Cs+].OC1C=CC=C2C=1N=CC=C2. The catalyst is CS(C)=O.[Cu](I)I. The product is [CH3:11][N:8]1[C:9]2[CH:10]=[C:2]([N:37]3[C:36](=[O:40])[CH:35]=[C:34]([O:33][CH2:32][C:29]4[CH:30]=[N:31][C:26]([C:25]([F:24])([F:41])[F:42])=[CH:27][CH:28]=4)[CH:39]=[N:38]3)[CH:3]=[CH:4][C:5]=2[C:6]2[CH2:16][N:15]([C:17]([O:19][C:20]([CH3:23])([CH3:22])[CH3:21])=[O:18])[CH2:14][CH2:13][CH2:12][C:7]1=2. The yield is 0.240. (2) The catalyst is C(Cl)Cl.O. The product is [CH3:14][C:11]1([CH3:13])[O:12][C:8]([C:5]2[CH:6]=[CH:7][C:2]([NH:1][C:35](=[O:36])[CH3:34])=[CH:3][CH:4]=2)=[C:9]([C:16]2[CH:21]=[CH:20][C:19]([O:22][CH2:23][C:24]3[CH:33]=[CH:32][C:31]4[C:26](=[CH:27][CH:28]=[CH:29][CH:30]=4)[N:25]=3)=[CH:18][CH:17]=2)[C:10]1=[O:15]. The reactants are [NH2:1][C:2]1[CH:7]=[CH:6][C:5]([C:8]2[O:12][C:11]([CH3:14])([CH3:13])[C:10](=[O:15])[C:9]=2[C:16]2[CH:21]=[CH:20][C:19]([O:22][CH2:23][C:24]3[CH:33]=[CH:32][C:31]4[C:26](=[CH:27][CH:28]=[CH:29][CH:30]=4)[N:25]=3)=[CH:18][CH:17]=2)=[CH:4][CH:3]=1.[CH3:34][C:35](OC(C)=O)=[O:36]. The yield is 0.260. (3) The reactants are [H-].[H-].[H-].[H-].[Li+].[Al+3].[CH2:7]([S:10][C:11]1[CH:19]=[CH:18][CH:17]=[CH:16][C:12]=1[C:13]([NH2:15])=O)[CH:8]=[CH2:9]. The catalyst is C1COCC1. The product is [CH2:7]([S:10][C:11]1[CH:19]=[CH:18][CH:17]=[CH:16][C:12]=1[CH2:13][NH2:15])[CH:8]=[CH2:9]. The yield is 0.910. (4) The reactants are CO.[CH3:3][C:4]1([CH3:31])[CH2:8][C:7]2[C:9]([CH3:30])=[C:10]([N:15]3[CH2:20][CH2:19][N:18]([C:21]4[CH:26]=[CH:25][C:24]([C:27](=[O:29])[CH3:28])=[CH:23][CH:22]=4)[CH2:17][CH2:16]3)[C:11]([CH3:14])=[C:12]([CH3:13])[C:6]=2[O:5]1.[BH4-].[Na+]. The catalyst is O. The product is [CH3:31][C:4]1([CH3:3])[CH2:8][C:7]2[C:9]([CH3:30])=[C:10]([N:15]3[CH2:20][CH2:19][N:18]([C:21]4[CH:22]=[CH:23][C:24]([CH:27]([OH:29])[CH3:28])=[CH:25][CH:26]=4)[CH2:17][CH2:16]3)[C:11]([CH3:14])=[C:12]([CH3:13])[C:6]=2[O:5]1. The yield is 0.600.